This data is from HIV replication inhibition screening data with 41,000+ compounds from the AIDS Antiviral Screen. The task is: Binary Classification. Given a drug SMILES string, predict its activity (active/inactive) in a high-throughput screening assay against a specified biological target. The drug is Cn1c(=O)c2c(nc3n(Cc4ccccc4)c(=O)c(Br)cn23)n(C)c1=O. The result is 0 (inactive).